Dataset: NCI-60 drug combinations with 297,098 pairs across 59 cell lines. Task: Regression. Given two drug SMILES strings and cell line genomic features, predict the synergy score measuring deviation from expected non-interaction effect. (1) Drug 1: C1C(C(OC1N2C=NC3=C(N=C(N=C32)Cl)N)CO)O. Drug 2: CC1=C(C(=CC=C1)Cl)NC(=O)C2=CN=C(S2)NC3=CC(=NC(=N3)C)N4CCN(CC4)CCO. Cell line: RXF 393. Synergy scores: CSS=8.17, Synergy_ZIP=-1.61, Synergy_Bliss=0.112, Synergy_Loewe=-4.73, Synergy_HSA=-3.73. (2) Drug 1: C1=CC(=CC=C1CCC2=CNC3=C2C(=O)NC(=N3)N)C(=O)NC(CCC(=O)O)C(=O)O. Drug 2: CCC(=C(C1=CC=CC=C1)C2=CC=C(C=C2)OCCN(C)C)C3=CC=CC=C3.C(C(=O)O)C(CC(=O)O)(C(=O)O)O. Cell line: U251. Synergy scores: CSS=38.1, Synergy_ZIP=1.86, Synergy_Bliss=2.61, Synergy_Loewe=-19.2, Synergy_HSA=2.54. (3) Drug 1: C1=CC(=C2C(=C1NCCNCCO)C(=O)C3=C(C=CC(=C3C2=O)O)O)NCCNCCO. Drug 2: CC1=CC2C(CCC3(C2CCC3(C(=O)C)OC(=O)C)C)C4(C1=CC(=O)CC4)C. Cell line: T-47D. Synergy scores: CSS=45.6, Synergy_ZIP=4.21, Synergy_Bliss=9.13, Synergy_Loewe=9.18, Synergy_HSA=13.9. (4) Drug 1: CC1=C(C=C(C=C1)NC2=NC=CC(=N2)N(C)C3=CC4=NN(C(=C4C=C3)C)C)S(=O)(=O)N.Cl. Drug 2: C1CN(P(=O)(OC1)NCCCl)CCCl. Cell line: PC-3. Synergy scores: CSS=0.225, Synergy_ZIP=-0.667, Synergy_Bliss=1.54, Synergy_Loewe=1.64, Synergy_HSA=1.71. (5) Drug 1: CCC1=C2CN3C(=CC4=C(C3=O)COC(=O)C4(CC)O)C2=NC5=C1C=C(C=C5)O. Drug 2: CC1=C(C(=O)C2=C(C1=O)N3CC4C(C3(C2COC(=O)N)OC)N4)N. Cell line: A549. Synergy scores: CSS=52.9, Synergy_ZIP=2.34, Synergy_Bliss=4.22, Synergy_Loewe=6.39, Synergy_HSA=7.43. (6) Drug 2: C1=CN(C=N1)CC(O)(P(=O)(O)O)P(=O)(O)O. Cell line: M14. Drug 1: CN(C)C1=NC(=NC(=N1)N(C)C)N(C)C. Synergy scores: CSS=-7.55, Synergy_ZIP=1.55, Synergy_Bliss=-4.24, Synergy_Loewe=-8.45, Synergy_HSA=-7.70. (7) Drug 1: CS(=O)(=O)C1=CC(=C(C=C1)C(=O)NC2=CC(=C(C=C2)Cl)C3=CC=CC=N3)Cl. Drug 2: CC1=CC2C(CCC3(C2CCC3(C(=O)C)OC(=O)C)C)C4(C1=CC(=O)CC4)C. Cell line: NCI-H460. Synergy scores: CSS=2.92, Synergy_ZIP=2.07, Synergy_Bliss=7.93, Synergy_Loewe=5.79, Synergy_HSA=7.60. (8) Drug 1: C1=NC2=C(N=C(N=C2N1C3C(C(C(O3)CO)O)F)Cl)N. Drug 2: CCC1(C2=C(COC1=O)C(=O)N3CC4=CC5=C(C=CC(=C5CN(C)C)O)N=C4C3=C2)O.Cl. Cell line: MDA-MB-435. Synergy scores: CSS=14.9, Synergy_ZIP=-5.49, Synergy_Bliss=0.105, Synergy_Loewe=0.416, Synergy_HSA=-0.0167. (9) Drug 1: C1=NC2=C(N=C(N=C2N1C3C(C(C(O3)CO)O)O)F)N. Drug 2: CC12CCC3C(C1CCC2OP(=O)(O)O)CCC4=C3C=CC(=C4)OC(=O)N(CCCl)CCCl.[Na+]. Cell line: LOX IMVI. Synergy scores: CSS=-4.16, Synergy_ZIP=-0.774, Synergy_Bliss=-5.96, Synergy_Loewe=-11.7, Synergy_HSA=-10.2.